Dataset: Reaction yield outcomes from USPTO patents with 853,638 reactions. Task: Predict the reaction yield, written as a fraction of the theoretical maximum amount of product (1.0 means a 100% yield; for example, 0.34 means a 34% yield). (1) The reactants are O[C:2]1[C:7]([C:8]([OH:10])=O)=[CH:6][N:5]=[C:4]([C:11]([F:14])([F:13])[F:12])[N:3]=1.[C:15](=[O:18])([O-])[O-].[K+].[K+].I[CH2:22][CH3:23].[OH2:24].[CH3:25]N(C)C=O. No catalyst specified. The product is [CH2:22]([O:24][C:8]([C:7]1[C:6]([O:18][CH2:15][CH3:25])=[N:5][C:4]([C:11]([F:14])([F:13])[F:12])=[N:3][CH:2]=1)=[O:10])[CH3:23]. The yield is 0.670. (2) The reactants are Br[C:2]1[CH:3]=[CH:4][C:5]2[N:6]([CH2:16][C:17]([CH3:27])([OH:26])[CH2:18][O:19][C:20]3[CH:25]=[CH:24][CH:23]=[CH:22][CH:21]=3)[C:7]3[C:12]([C:13]=2[CH:14]=1)=[CH:11][C:10](Br)=[CH:9][CH:8]=3.[C-:28]#[N:29].[Na+].[I-].[K+].[CH3:33][N:34](C)CCN. The catalyst is [Cu](I)I.C1(C)C=CC=CC=1. The product is [OH:26][C:17]([CH3:27])([CH2:18][O:19][C:20]1[CH:25]=[CH:24][CH:23]=[CH:22][CH:21]=1)[CH2:16][N:6]1[C:7]2[CH:8]=[CH:9][C:10]([C:33]#[N:34])=[CH:11][C:12]=2[C:13]2[C:5]1=[CH:4][CH:3]=[C:2]([C:28]#[N:29])[CH:14]=2. The yield is 0.340. (3) The reactants are [CH3:1][N:2]1[C:10]([CH2:11][CH2:12][CH2:13][C:14]([OH:16])=[O:15])=[N:9][C:8]2[CH:7]=[C:6]([N:17]([CH2:21][CH2:22][Cl:23])[CH2:18][CH2:19][Cl:20])[CH:5]=[CH:4][C:3]1=2.Cl.[CH2:25](O)[CH2:26][CH2:27][CH2:28][CH2:29][CH2:30][CH2:31][CH2:32][CH2:33][CH2:34][CH2:35][CH2:36][CH2:37][CH2:38][CH3:39].C1(N=C=NC2CCCCC2)CCCCC1. The catalyst is CN(C1C=CN=CC=1)C. The product is [CH2:39]([O:15][C:14](=[O:16])[CH2:13][CH2:12][CH2:11][C:10]1[N:2]([CH3:1])[C:3]2[CH:4]=[CH:5][C:6]([N:17]([CH2:18][CH2:19][Cl:20])[CH2:21][CH2:22][Cl:23])=[CH:7][C:8]=2[N:9]=1)[CH2:38][CH2:37][CH2:36][CH2:35][CH2:34][CH2:33][CH2:32][CH2:31][CH2:30][CH2:29][CH2:28][CH2:27][CH2:26][CH3:25]. The yield is 0.750. (4) The reactants are [CH3:1][O:2][C:3]1[CH:8]=[CH:7][C:6]([CH2:9][N:10]2[C:15](=[O:16])[CH:14]=[C:13](/[CH:17]=[CH:18]/[C:19]([O:21][CH2:22][CH2:23][CH2:24][CH3:25])=[O:20])[C:12]([O:26]CC3C=CC(OC)=CC=3)=[N:11]2)=[CH:5][CH:4]=1.O1CCOCC1. The catalyst is C(O)C.[Pd]. The product is [CH3:1][O:2][C:3]1[CH:8]=[CH:7][C:6]([CH2:9][N:10]2[C:15](=[O:16])[CH:14]=[C:13]([CH2:17][CH2:18][C:19]([O:21][CH2:22][CH2:23][CH2:24][CH3:25])=[O:20])[C:12](=[O:26])[NH:11]2)=[CH:5][CH:4]=1. The yield is 0.980. (5) The reactants are Br[C:2]1[C:10]2[C:5](=[CH:6][CH:7]=[C:8]([C:11]3[N:15]=[CH:14][N:13]([C:16]([C:29]4[CH:34]=[CH:33][CH:32]=[CH:31][CH:30]=4)([C:23]4[CH:28]=[CH:27][CH:26]=[CH:25][CH:24]=4)[C:17]4[CH:22]=[CH:21][CH:20]=[CH:19][CH:18]=4)[N:12]=3)[CH:9]=2)[N:4]([CH:35]2[CH2:40][CH2:39][CH2:38][CH2:37][O:36]2)[N:3]=1.[N:41]1([CH2:46][CH2:47][O:48][C:49]2[CH:50]=[C:51]3[C:56](=[CH:57][CH:58]=2)[CH:55]=[C:54](B(O)O)[CH:53]=[CH:52]3)[CH2:45][CH2:44][CH2:43][CH2:42]1. No catalyst specified. The product is [N:41]1([CH2:46][CH2:47][O:48][C:49]2[CH:50]=[C:51]3[C:56](=[CH:57][CH:58]=2)[CH:55]=[C:54]([C:2]2[C:10]4[C:5](=[CH:6][CH:7]=[C:8]([C:11]5[N:15]=[CH:14][N:13]([C:16]([C:29]6[CH:34]=[CH:33][CH:32]=[CH:31][CH:30]=6)([C:23]6[CH:28]=[CH:27][CH:26]=[CH:25][CH:24]=6)[C:17]6[CH:22]=[CH:21][CH:20]=[CH:19][CH:18]=6)[N:12]=5)[CH:9]=4)[N:4]([CH:35]4[CH2:40][CH2:39][CH2:38][CH2:37][O:36]4)[N:3]=2)[CH:53]=[CH:52]3)[CH2:45][CH2:44][CH2:43][CH2:42]1. The yield is 0.320. (6) The reactants are [CH3:1][C:2]1[CH:3]=[CH:4][CH:5]=[CH:6][C:7]=1[NH2:8].CCN(CC)CC.[CH3:16][C:17]([CH3:22])([CH3:21])[C:18](Cl)=[O:19]. The catalyst is C(Cl)Cl. The product is [C:2]1([CH3:1])[CH:3]=[CH:4][CH:5]=[CH:6][C:7]=1[NH:8][C:18](=[O:19])[C:17]([CH3:22])([CH3:21])[CH3:16]. The yield is 0.910. (7) The reactants are [CH3:1][C:2]1[O:6][N:5]=[C:4]([C:7]2[CH:12]=[CH:11][CH:10]=[CH:9][CH:8]=2)[C:3]=1[CH2:13][OH:14].[H-].[Na+].Cl[C:18]1[CH:25]=[CH:24][C:21]([C:22]#[N:23])=[CH:20][N:19]=1. The product is [CH3:1][C:2]1[O:6][N:5]=[C:4]([C:7]2[CH:12]=[CH:11][CH:10]=[CH:9][CH:8]=2)[C:3]=1[CH2:13][O:14][C:18]1[CH:25]=[CH:24][C:21]([C:22]#[N:23])=[CH:20][N:19]=1. The yield is 0.910. The catalyst is C1COCC1.C(OCC)(=O)C.